Dataset: Forward reaction prediction with 1.9M reactions from USPTO patents (1976-2016). Task: Predict the product of the given reaction. (1) Given the reactants [C:1]([N:4]1[CH2:8][C@H:7]([O:9][CH2:10][CH3:11])[C@H:6]([NH:12][C:13]2[C:18]([CH2:19][CH3:20])=[N:17][C:16]([C:21]3[CH:26]=[CH:25][C:24]([Cl:27])=[CH:23][C:22]=3[Cl:28])=[C:15]([CH2:29][CH3:30])[N:14]=2)[CH2:5]1)(=[O:3])[CH3:2].[C:31](Cl)(=O)CC, predict the reaction product. The product is: [Cl:28][C:22]1[CH:23]=[C:24]([Cl:27])[CH:25]=[CH:26][C:21]=1[C:16]1[N:17]=[C:18]([CH2:19][CH3:20])[C:13]([NH:12][C@H:6]2[C@@H:7]([O:9][CH2:10][CH3:11])[CH2:8][N:4]([C:1](=[O:3])[CH2:2][CH3:31])[CH2:5]2)=[N:14][C:15]=1[CH2:29][CH3:30]. (2) Given the reactants O=[C:2]1[CH2:7][CH2:6][N:5]([C:8]([O:10][C:11]([CH3:14])([CH3:13])[CH3:12])=[O:9])[C@@H:4]([C:15]([O:17][C:18]([CH3:21])([CH3:20])[CH3:19])=[O:16])[CH2:3]1.[CH3:22][NH:23]CC1C=CC=CC=1, predict the reaction product. The product is: [CH3:22][NH:23][CH:2]1[CH2:7][CH2:6][N:5]([C:8]([O:10][C:11]([CH3:14])([CH3:13])[CH3:12])=[O:9])[C@@H:4]([C:15]([O:17][C:18]([CH3:21])([CH3:20])[CH3:19])=[O:16])[CH2:3]1. (3) Given the reactants [NH2:1][C:2]1[C:3](=[O:13])[C:4]2[C:9]([C:10](=[O:12])[CH:11]=1)=[CH:8][CH:7]=[CH:6][CH:5]=2.[H-].[Na+].[CH:16]1([C:21](Cl)=[O:22])[CH2:20][CH2:19][CH2:18][CH2:17]1, predict the reaction product. The product is: [O:13]=[C:3]1[C:4]2[C:9](=[CH:8][CH:7]=[CH:6][CH:5]=2)[C:10](=[O:12])[CH:11]=[C:2]1[NH:1][C:21]([CH:16]1[CH2:20][CH2:19][CH2:18][CH2:17]1)=[O:22].